Dataset: Forward reaction prediction with 1.9M reactions from USPTO patents (1976-2016). Task: Predict the product of the given reaction. (1) Given the reactants COC[O:4][C:5]1[CH:13]=[CH:12][C:8]2[O:9][CH2:10][O:11][C:7]=2[C:6]=1[CH:14]=[O:15].FC(F)(F)C(O)=O, predict the reaction product. The product is: [OH:4][C:5]1[CH:13]=[CH:12][C:8]2[O:9][CH2:10][O:11][C:7]=2[C:6]=1[CH:14]=[O:15]. (2) Given the reactants [C:1]([NH:4][CH2:5][C:6]([OH:8])=O)(=[O:3])[CH3:2].N1(C(N2C=CN=C2)=O)C=CN=C1.[Br:21][C:22]1[CH:23]=[CH:24][C:25]([C:28]([NH:30][NH2:31])=[O:29])=[N:26][CH:27]=1, predict the reaction product. The product is: [Br:21][C:22]1[CH:23]=[CH:24][C:25]([C:28]([NH:30][NH:31][C:6](=[O:8])[CH2:5][NH:4][C:1](=[O:3])[CH3:2])=[O:29])=[N:26][CH:27]=1. (3) The product is: [C:1]([O:5][C:6]([N:8]1[CH2:12][C@H:11]([NH:13][C:14]([C:16]2[S:17][C:18]([Cl:21])=[CH:19][CH:20]=2)=[O:15])[CH2:10][C@H:9]1[CH2:22][O:23][CH3:28])=[O:7])([CH3:4])([CH3:3])[CH3:2]. Given the reactants [C:1]([O:5][C:6]([N:8]1[CH2:12][C@H:11]([NH:13][C:14]([C:16]2[S:17][C:18]([Cl:21])=[CH:19][CH:20]=2)=[O:15])[CH2:10][C@H:9]1[CH2:22][O:23]S(C)(=O)=O)=[O:7])([CH3:4])([CH3:3])[CH3:2].[CH3:28][O-].[Na+].CO, predict the reaction product.